Dataset: NCI-60 drug combinations with 297,098 pairs across 59 cell lines. Task: Regression. Given two drug SMILES strings and cell line genomic features, predict the synergy score measuring deviation from expected non-interaction effect. (1) Drug 1: COC1=NC(=NC2=C1N=CN2C3C(C(C(O3)CO)O)O)N. Drug 2: CS(=O)(=O)OCCCCOS(=O)(=O)C. Cell line: HCC-2998. Synergy scores: CSS=3.06, Synergy_ZIP=-1.23, Synergy_Bliss=-0.226, Synergy_Loewe=-2.88, Synergy_HSA=-1.58. (2) Drug 1: CC1OCC2C(O1)C(C(C(O2)OC3C4COC(=O)C4C(C5=CC6=C(C=C35)OCO6)C7=CC(=C(C(=C7)OC)O)OC)O)O. Drug 2: CN1C2=C(C=C(C=C2)N(CCCl)CCCl)N=C1CCCC(=O)O.Cl. Cell line: SK-OV-3. Synergy scores: CSS=3.87, Synergy_ZIP=-3.70, Synergy_Bliss=-2.33, Synergy_Loewe=-16.0, Synergy_HSA=-1.98. (3) Drug 1: CC12CCC(CC1=CCC3C2CCC4(C3CC=C4C5=CN=CC=C5)C)O. Drug 2: CNC(=O)C1=NC=CC(=C1)OC2=CC=C(C=C2)NC(=O)NC3=CC(=C(C=C3)Cl)C(F)(F)F. Cell line: PC-3. Synergy scores: CSS=8.88, Synergy_ZIP=-3.87, Synergy_Bliss=-3.84, Synergy_Loewe=-14.4, Synergy_HSA=-3.18. (4) Drug 1: CCCS(=O)(=O)NC1=C(C(=C(C=C1)F)C(=O)C2=CNC3=C2C=C(C=N3)C4=CC=C(C=C4)Cl)F. Drug 2: B(C(CC(C)C)NC(=O)C(CC1=CC=CC=C1)NC(=O)C2=NC=CN=C2)(O)O. Cell line: NCI-H522. Synergy scores: CSS=7.38, Synergy_ZIP=-1.63, Synergy_Bliss=1.54, Synergy_Loewe=3.93, Synergy_HSA=1.43. (5) Drug 1: C(CCl)NC(=O)N(CCCl)N=O. Drug 2: CC1C(C(CC(O1)OC2CC(CC3=C2C(=C4C(=C3O)C(=O)C5=CC=CC=C5C4=O)O)(C(=O)C)O)N)O. Cell line: SK-MEL-28. Synergy scores: CSS=53.3, Synergy_ZIP=-4.97, Synergy_Bliss=-3.03, Synergy_Loewe=-4.19, Synergy_HSA=-0.703. (6) Drug 1: C1=NC(=NC(=O)N1C2C(C(C(O2)CO)O)O)N. Drug 2: C1CN(CCN1C(=O)CCBr)C(=O)CCBr. Cell line: CAKI-1. Synergy scores: CSS=22.0, Synergy_ZIP=-4.54, Synergy_Bliss=-1.24, Synergy_Loewe=-9.34, Synergy_HSA=-8.28. (7) Drug 1: C1CNP(=O)(OC1)N(CCCl)CCCl. Drug 2: CCC1=C2N=C(C=C(N2N=C1)NCC3=C[N+](=CC=C3)[O-])N4CCCCC4CCO. Cell line: SK-OV-3. Synergy scores: CSS=28.6, Synergy_ZIP=6.01, Synergy_Bliss=9.93, Synergy_Loewe=-50.0, Synergy_HSA=4.26. (8) Drug 2: C1CN1P(=S)(N2CC2)N3CC3. Cell line: SNB-75. Synergy scores: CSS=19.4, Synergy_ZIP=-9.13, Synergy_Bliss=-4.69, Synergy_Loewe=-5.42, Synergy_HSA=-3.97. Drug 1: C1=C(C(=O)NC(=O)N1)N(CCCl)CCCl. (9) Drug 1: CCC(=C(C1=CC=CC=C1)C2=CC=C(C=C2)OCCN(C)C)C3=CC=CC=C3.C(C(=O)O)C(CC(=O)O)(C(=O)O)O. Drug 2: C1CN(P(=O)(OC1)NCCCl)CCCl. Cell line: HCC-2998. Synergy scores: CSS=-4.29, Synergy_ZIP=0.237, Synergy_Bliss=-3.47, Synergy_Loewe=-2.68, Synergy_HSA=-6.84. (10) Drug 1: C1CCN(CC1)CCOC2=CC=C(C=C2)C(=O)C3=C(SC4=C3C=CC(=C4)O)C5=CC=C(C=C5)O. Drug 2: COC1=NC(=NC2=C1N=CN2C3C(C(C(O3)CO)O)O)N. Cell line: UO-31. Synergy scores: CSS=5.28, Synergy_ZIP=-1.89, Synergy_Bliss=1.65, Synergy_Loewe=1.38, Synergy_HSA=2.54.